Dataset: Merck oncology drug combination screen with 23,052 pairs across 39 cell lines. Task: Regression. Given two drug SMILES strings and cell line genomic features, predict the synergy score measuring deviation from expected non-interaction effect. (1) Drug 1: Cn1nnc2c(C(N)=O)ncn2c1=O. Drug 2: C=CCn1c(=O)c2cnc(Nc3ccc(N4CCN(C)CC4)cc3)nc2n1-c1cccc(C(C)(C)O)n1. Cell line: NCIH2122. Synergy scores: synergy=3.12. (2) Drug 1: C#Cc1cccc(Nc2ncnc3cc(OCCOC)c(OCCOC)cc23)c1. Drug 2: CCC1(O)C(=O)OCc2c1cc1n(c2=O)Cc2cc3c(CN(C)C)c(O)ccc3nc2-1. Cell line: EFM192B. Synergy scores: synergy=21.9. (3) Drug 1: CN(Cc1cnc2nc(N)nc(N)c2n1)c1ccc(C(=O)NC(CCC(=O)O)C(=O)O)cc1. Drug 2: Cn1c(=O)n(-c2ccc(C(C)(C)C#N)cc2)c2c3cc(-c4cnc5ccccc5c4)ccc3ncc21. Cell line: RKO. Synergy scores: synergy=-28.0. (4) Drug 1: NC(=O)c1cccc2cn(-c3ccc(C4CCCNC4)cc3)nc12. Drug 2: CCc1c2c(nc3ccc(O)cc13)-c1cc3c(c(=O)n1C2)COC(=O)C3(O)CC. Cell line: MSTO. Synergy scores: synergy=41.1. (5) Drug 1: O=c1[nH]cc(F)c(=O)[nH]1. Drug 2: O=C(NOCC(O)CO)c1ccc(F)c(F)c1Nc1ccc(I)cc1F. Cell line: KPL1. Synergy scores: synergy=-6.35. (6) Drug 1: Nc1ccn(C2OC(CO)C(O)C2(F)F)c(=O)n1. Drug 2: COC1CC2CCC(C)C(O)(O2)C(=O)C(=O)N2CCCCC2C(=O)OC(C(C)CC2CCC(OP(C)(C)=O)C(OC)C2)CC(=O)C(C)C=C(C)C(O)C(OC)C(=O)C(C)CC(C)C=CC=CC=C1C. Cell line: A2780. Synergy scores: synergy=7.48. (7) Drug 1: O=C(O)C1(Cc2cccc(Nc3nccs3)n2)CCC(Oc2cccc(Cl)c2F)CC1. Drug 2: O=C(NOCC(O)CO)c1ccc(F)c(F)c1Nc1ccc(I)cc1F. Cell line: PA1. Synergy scores: synergy=-1.37. (8) Drug 1: Cc1nc(Nc2ncc(C(=O)Nc3c(C)cccc3Cl)s2)cc(N2CCN(CCO)CC2)n1. Drug 2: COC1CC2CCC(C)C(O)(O2)C(=O)C(=O)N2CCCCC2C(=O)OC(C(C)CC2CCC(OP(C)(C)=O)C(OC)C2)CC(=O)C(C)C=C(C)C(O)C(OC)C(=O)C(C)CC(C)C=CC=CC=C1C. Cell line: NCIH1650. Synergy scores: synergy=44.7.